From a dataset of Full USPTO retrosynthesis dataset with 1.9M reactions from patents (1976-2016). Predict the reactants needed to synthesize the given product. Given the product [Cl:32][C:33]1[CH:38]=[C:37]([C:2]2[C:6]3[C:7]([O:11][CH3:12])=[N:8][CH:9]=[CH:10][C:5]=3[N:4]([C:13]([C:26]3[CH:31]=[CH:30][CH:29]=[CH:28][CH:27]=3)([C:20]3[CH:25]=[CH:24][CH:23]=[CH:22][CH:21]=3)[C:14]3[CH:19]=[CH:18][CH:17]=[CH:16][CH:15]=3)[N:3]=2)[CH:36]=[CH:35][N:34]=1, predict the reactants needed to synthesize it. The reactants are: I[C:2]1[C:6]2[C:7]([O:11][CH3:12])=[N:8][CH:9]=[CH:10][C:5]=2[N:4]([C:13]([C:26]2[CH:31]=[CH:30][CH:29]=[CH:28][CH:27]=2)([C:20]2[CH:25]=[CH:24][CH:23]=[CH:22][CH:21]=2)[C:14]2[CH:19]=[CH:18][CH:17]=[CH:16][CH:15]=2)[N:3]=1.[Cl:32][C:33]1[CH:38]=[C:37](B(O)O)[CH:36]=[CH:35][N:34]=1.C(#N)C.C([O-])(=O)C.[K+].